This data is from Reaction yield outcomes from USPTO patents with 853,638 reactions. The task is: Predict the reaction yield, written as a fraction of the theoretical maximum amount of product (1.0 means a 100% yield; for example, 0.34 means a 34% yield). (1) The reactants are Br[C:2]1[CH:3]=[CH:4][C:5]2[N:9]=[C:8]([C@@H:10]([NH:13]C(=O)OC(C)(C)C)[CH2:11][CH3:12])[N:7](COC)[C:6]=2[CH:24]=1.[Br-].[CH:26]1([Zn+])[CH2:29][CH2:28][CH2:27]1.O1CCCC1.B(Br)(Br)Br. The catalyst is C1C=CC(P([C]2[CH][CH][CH][CH]2)C2C=CC=CC=2)=CC=1.C1C=CC(P([C]2[CH][CH][CH][CH]2)C2C=CC=CC=2)=CC=1.Cl[Pd]Cl.[Fe]. The product is [CH:26]1([C:2]2[CH:3]=[CH:4][C:5]3[NH:9][C:8]([CH:10]([NH2:13])[CH2:11][CH3:12])=[N:7][C:6]=3[CH:24]=2)[CH2:29][CH2:28][CH2:27]1. The yield is 0.130. (2) The reactants are [N:1]([C:4]1[CH:11]=[CH:10][C:7]([C:8]#[N:9])=[C:6]([C:12]([F:15])([F:14])[F:13])[CH:5]=1)=[C:2]=[S:3].[CH3:16][O:17][C:18](=[O:31])[C:19]1[CH:24]=[CH:23][C:22]([NH:25][C:26]([C:29]#N)([CH3:28])[CH3:27])=[CH:21][CH:20]=1.C[OH:33].Cl. The catalyst is CN(C=O)C.O. The product is [CH3:16][O:17][C:18](=[O:31])[C:19]1[CH:24]=[CH:23][C:22]([N:25]2[C:26]([CH3:27])([CH3:28])[C:29](=[O:33])[N:1]([C:4]3[CH:11]=[CH:10][C:7]([C:8]#[N:9])=[C:6]([C:12]([F:13])([F:15])[F:14])[CH:5]=3)[C:2]2=[S:3])=[CH:21][CH:20]=1. The yield is 0.630. (3) The reactants are [Cl:1][C:2]1[C:3]([O:30][CH:31]([CH3:33])[CH3:32])=[CH:4][C:5]2[O:10][CH:9]([C:11]([N:13]3[CH2:18][CH2:17][C:16]([CH2:21][C:22]4[CH:27]=[CH:26][C:25]([F:28])=[CH:24][CH:23]=4)([C:19]#[N:20])[CH2:15][CH2:14]3)=[O:12])[CH2:8][NH:7][C:6]=2[CH:29]=1.Br[CH2:35][C:36]([O:38][CH3:39])=[O:37]. The catalyst is CN(C=O)C. The product is [CH3:39][O:38][C:36](=[O:37])[CH2:35][N:7]1[C:6]2[CH:29]=[C:2]([Cl:1])[C:3]([O:30][CH:31]([CH3:33])[CH3:32])=[CH:4][C:5]=2[O:10][CH:9]([C:11]([N:13]2[CH2:14][CH2:15][C:16]([C:19]#[N:20])([CH2:21][C:22]3[CH:23]=[CH:24][C:25]([F:28])=[CH:26][CH:27]=3)[CH2:17][CH2:18]2)=[O:12])[CH2:8]1. The yield is 0.857.